From a dataset of Forward reaction prediction with 1.9M reactions from USPTO patents (1976-2016). Predict the product of the given reaction. (1) Given the reactants [Cl:1][C:2]1[C:11]2[C:6](=[CH:7][C:8]([NH2:13])=[C:9]([Cl:12])[CH:10]=2)[CH:5]=[CH:4][N:3]=1.[B-](F)(F)(F)[F:15].[B-](F)(F)(F)F.C1[N+]2(CCl)CC[N+](F)(CC2)C1, predict the reaction product. The product is: [Cl:1][C:2]1[C:11]2[C:6](=[C:7]([F:15])[C:8]([NH2:13])=[C:9]([Cl:12])[CH:10]=2)[CH:5]=[CH:4][N:3]=1. (2) Given the reactants [Br:1][C:2]1[CH:3]=[C:4](I)[C:5]([NH2:8])=[N:6][CH:7]=1.[F:10][C:11]1[CH:19]=[CH:18][CH:17]=[C:16]2[C:12]=1[CH:13]=[C:14](B1OC(C)(C)C(C)(C)O1)[NH:15]2.C([O-])([O-])=O.[Cs+].[Cs+], predict the reaction product. The product is: [Br:1][C:2]1[CH:3]=[C:4]([C:14]2[NH:15][C:16]3[C:12]([CH:13]=2)=[C:11]([F:10])[CH:19]=[CH:18][CH:17]=3)[C:5]([NH2:8])=[N:6][CH:7]=1. (3) Given the reactants Br[C:2]1[C:10]2[N:9]=[C:8]([N:11]3[CH2:16][CH2:15][N:14]([C:17]4[C:22]([Cl:23])=[CH:21][C:20]([Cl:24])=[CH:19][N:18]=4)[CH2:13][C@H:12]3[CH3:25])[NH:7][C:6]=2[CH:5]=[C:4]([C:26]([F:29])([F:28])[F:27])[CH:3]=1.[Cl:30][C:31]1[CH:36]=[CH:35][C:34](B(O)O)=[CH:33][CH:32]=1, predict the reaction product. The product is: [Cl:30][C:31]1[CH:36]=[CH:35][C:34]([C:2]2[C:10]3[NH:9][C:8]([N:11]4[CH2:16][CH2:15][N:14]([C:17]5[C:22]([Cl:23])=[CH:21][C:20]([Cl:24])=[CH:19][N:18]=5)[CH2:13][C@H:12]4[CH3:25])=[N:7][C:6]=3[CH:5]=[C:4]([C:26]([F:27])([F:29])[F:28])[CH:3]=2)=[CH:33][CH:32]=1. (4) Given the reactants [Cl:1][C:2]1[C:3]([O:12][C:13]2[CH:18]=[C:17]([OH:19])[CH:16]=[CH:15][C:14]=2/[CH:20]=[C:21](\[CH3:27])/[C:22]([O:24][CH2:25][CH3:26])=[O:23])=[N:4][CH:5]=[C:6]([C:8]([F:11])([F:10])[F:9])[CH:7]=1.[CH:28](I)([CH3:30])[CH3:29].C(=O)([O-])[O-].[K+].[K+], predict the reaction product. The product is: [Cl:1][C:2]1[C:3]([O:12][C:13]2[CH:18]=[C:17]([O:19][CH:28]([CH3:30])[CH3:29])[CH:16]=[CH:15][C:14]=2/[CH:20]=[C:21](\[CH3:27])/[C:22]([O:24][CH2:25][CH3:26])=[O:23])=[N:4][CH:5]=[C:6]([C:8]([F:9])([F:11])[F:10])[CH:7]=1. (5) Given the reactants [F:1][C:2]1[C:11]([CH3:12])=[CH:10][C:5]([C:6]([O:8][CH3:9])=[O:7])=[CH:4][C:3]=1[O:13][CH3:14].[F:15][B-](F)(F)F.ClC[N+]12CC[N+](F)(CC1)CC2.F[B-](F)(F)F.C(O)(=O)C, predict the reaction product. The product is: [F:15][C:10]1[C:11]([CH3:12])=[C:2]([F:1])[C:3]([O:13][CH3:14])=[CH:4][C:5]=1[C:6]([O:8][CH3:9])=[O:7]. (6) Given the reactants Cl[C:2]1[N:7]=[CH:6][C:5]([O:8][CH2:9][CH2:10][C@H:11]([CH:13]2[CH2:18][CH2:17][N:16]([C:19]3[O:23][N:22]=[C:21]([CH2:24][CH3:25])[N:20]=3)[CH2:15][CH2:14]2)[CH3:12])=[CH:4][N:3]=1.Cl.C1C2C(C[O:41]C(=O)[NH:43][C@H:44]3[C@H:48]([C:49]4[CH:54]=[CH:53][CH:52]=[CH:51][C:50]=4[F:55])[CH2:47][NH:46][CH2:45]3)C3C(=CC=CC=3)C=2C=CC=1.C1CCN2C(=NCCC2)CC1.[OH2:68].C[S:70](C)=[O:71], predict the reaction product. The product is: [C:11]1([CH3:12])[CH:10]=[CH:9][C:17]([S:70]([OH:71])(=[O:41])=[O:68])=[CH:18][CH:13]=1.[CH2:24]([C:21]1[N:20]=[C:19]([N:16]2[CH2:17][CH2:18][CH:13]([C@H:11]([CH3:12])[CH2:10][CH2:9][O:8][C:5]3[CH:4]=[N:3][C:2]([N:46]4[CH2:47][C@H:48]([C:49]5[CH:54]=[CH:53][CH:52]=[CH:51][C:50]=5[F:55])[C@@H:44]([NH2:43])[CH2:45]4)=[N:7][CH:6]=3)[CH2:14][CH2:15]2)[O:23][N:22]=1)[CH3:25]. (7) Given the reactants [OH:1][N:2]1[CH:6]=[C:5]([C:7](=[O:9])[CH3:8])[CH:4]=[N:3]1.[CH3:10][N:11]([C:15]1[CH:20]=[CH:19][CH:18]=[CH:17][CH:16]=1)[C:12](Cl)=[O:13], predict the reaction product. The product is: [C:7]([C:5]1[CH:4]=[N:3][N:2]([O:1][C:12](=[O:13])[N:11]([CH3:10])[C:15]2[CH:20]=[CH:19][CH:18]=[CH:17][CH:16]=2)[CH:6]=1)(=[O:9])[CH3:8]. (8) Given the reactants [C:1]([C@H:4]1[CH2:7][C@@H:6]([C:8]([OH:10])=[O:9])[C:5]1([CH3:12])[CH3:11])(=[O:3])[CH3:2].[CH3:13][C:14](O)([CH3:16])[CH3:15].C1CCC(N=C=NC2CCCCC2)CC1, predict the reaction product. The product is: [C:1]([C@H:4]1[CH2:7][C@@H:6]([C:8]([O:10][C:14]([CH3:16])([CH3:15])[CH3:13])=[O:9])[C:5]1([CH3:12])[CH3:11])(=[O:3])[CH3:2]. (9) Given the reactants [Br:1][C:2]1[CH:3]=[N:4][NH:5][CH:6]=1.[H-].[Na+].CS(O[CH:14]1[CH2:27][C:16]2([CH2:19][N:18]([C:20]([O:22][C:23]([CH3:26])([CH3:25])[CH3:24])=[O:21])[CH2:17]2)[CH2:15]1)(=O)=O.[NH4+].[Cl-], predict the reaction product. The product is: [Br:1][C:2]1[CH:3]=[N:4][N:5]([CH:14]2[CH2:27][C:16]3([CH2:19][N:18]([C:20]([O:22][C:23]([CH3:25])([CH3:24])[CH3:26])=[O:21])[CH2:17]3)[CH2:15]2)[CH:6]=1. (10) Given the reactants CC1C=CC(S(O[CH2:12][C@@H:13]2[O:18][C:17]3[CH:19]=[C:20]([S:24]([CH3:27])(=[O:26])=[O:25])[CH:21]=[C:22]([Cl:23])[C:16]=3[O:15][CH2:14]2)(=O)=O)=CC=1.[CH2:28]([NH:30][CH2:31][CH2:32][CH3:33])[CH3:29], predict the reaction product. The product is: [CH2:28]([N:30]([CH2:12][C@@H:13]1[O:18][C:17]2[CH:19]=[C:20]([S:24]([CH3:27])(=[O:25])=[O:26])[CH:21]=[C:22]([Cl:23])[C:16]=2[O:15][CH2:14]1)[CH2:31][CH2:32][CH3:33])[CH3:29].